This data is from Full USPTO retrosynthesis dataset with 1.9M reactions from patents (1976-2016). The task is: Predict the reactants needed to synthesize the given product. (1) Given the product [C:33]1([C:7]2[CH:8]=[CH:9][C:4]([N+:1]([O-:3])=[O:2])=[C:5]([NH:19][C:20](=[O:26])[O:21][C:22]([CH3:23])([CH3:24])[CH3:25])[CH:6]=2)[CH2:37][CH2:36][CH2:35][CH:34]=1, predict the reactants needed to synthesize it. The reactants are: [N+:1]([C:4]1[CH:9]=[CH:8][C:7](B2OC(C)(C)C(C)(C)O2)=[CH:6][C:5]=1[NH:19][C:20](=[O:26])[O:21][C:22]([CH3:25])([CH3:24])[CH3:23])([O-:3])=[O:2].FC(F)(F)S(O[C:33]1[CH2:37][CH2:36][CH2:35][CH:34]=1)(=O)=O.C([O-])([O-])=O.[Na+].[Na+]. (2) Given the product [CH3:22][O:23][C:24](=[O:27])[CH2:25][CH:8]([C:6]1[C:5]([N+:19]([O-:21])=[O:20])=[CH:4][CH:3]=[C:2]([Br:1])[N:7]=1)[S:9]([C:12]1[CH:17]=[CH:16][C:15]([CH3:18])=[CH:14][CH:13]=1)(=[O:11])=[O:10], predict the reactants needed to synthesize it. The reactants are: [Br:1][C:2]1[N:7]=[C:6]([CH2:8][S:9]([C:12]2[CH:17]=[CH:16][C:15]([CH3:18])=[CH:14][CH:13]=2)(=[O:11])=[O:10])[C:5]([N+:19]([O-:21])=[O:20])=[CH:4][CH:3]=1.[CH3:22][O:23][C:24](=[O:27])[CH2:25]Br.C([O-])([O-])=O.[K+].[K+].O. (3) The reactants are: [NH2:1][C:2]1[C:10]2[C:5](=[CH:6][CH:7]=[CH:8][C:9]=2[F:11])[C@@:4]([C:19]2[CH:20]=[C:21]([CH3:28])[C:22](=[O:27])[N:23]([CH2:25][CH3:26])[CH:24]=2)([C:12]2[CH:17]=[CH:16][CH:15]=[C:14](Br)[CH:13]=2)[N:3]=1.C([O-])(=O)C.[K+].B1(B2OC(C)(C)C(C)(C)O2)OC(C)(C)C(C)(C)O1.Br[C:53]1[CH:58]=[CH:57][CH:56]=[C:55]([C:59]#[C:60][CH3:61])[N:54]=1. Given the product [NH2:1][C:2]1[C:10]2[C:5](=[CH:6][CH:7]=[CH:8][C:9]=2[F:11])[C@@:4]([C:19]2[CH:20]=[C:21]([CH3:28])[C:22](=[O:27])[N:23]([CH2:25][CH3:26])[CH:24]=2)([C:12]2[CH:17]=[CH:16][CH:15]=[C:14]([C:53]3[CH:58]=[CH:57][CH:56]=[C:55]([C:59]#[C:60][CH3:61])[N:54]=3)[CH:13]=2)[N:3]=1, predict the reactants needed to synthesize it. (4) Given the product [CH3:19][O:20][C:21]1[CH:17]=[CH:18][C:19]([O:20][CH3:21])=[CH:18][C:17]=1[CH:15]([OH:16])[C:10]1[CH:11]=[N:12][CH:13]=[CH:14][C:9]=1[C:1]([C:2]1[CH:3]=[CH:4][CH:5]=[CH:6][CH:7]=1)=[O:8], predict the reactants needed to synthesize it. The reactants are: [C:1]([C:9]1[CH:14]=[CH:13][N:12]=[CH:11][C:10]=1[CH:15]=[O:16])(=[O:8])[C:2]1[CH:7]=[CH:6][CH:5]=[CH:4][CH:3]=1.[CH2:17]1[CH2:21][O:20][CH2:19][CH2:18]1. (5) Given the product [OH:1][C:2]1[CH:7]=[C:6]([N:8]2[CH2:13][CH2:12][O:11][CH2:10][CH2:9]2)[CH:5]=[C:4]2[C:3]=1[C:15](=[O:17])[CH:16]=[C:25]([C:26]1[CH:27]=[N:28][CH:29]=[CH:30][CH:31]=1)[O:14]2, predict the reactants needed to synthesize it. The reactants are: [OH:1][C:2]1[CH:7]=[C:6]([N:8]2[CH2:13][CH2:12][O:11][CH2:10][CH2:9]2)[CH:5]=[C:4]([OH:14])[C:3]=1[C:15](=[O:17])[CH3:16].C([O-])([O-])=O.[K+].[K+].Cl.[C:25](Cl)(=O)[C:26]1[CH:31]=[CH:30][CH:29]=[N:28][CH:27]=1.O.